Dataset: Full USPTO retrosynthesis dataset with 1.9M reactions from patents (1976-2016). Task: Predict the reactants needed to synthesize the given product. Given the product [F:1][C:2]1[C:7]([F:8])=[CH:6][CH:5]=[CH:4][C:3]=1[C:9]1[N:17]=[C:12]2[CH:13]=[N:14][N:15]([CH2:19][C:20]3[O:24][N:23]=[C:22]([C:25]4[CH:26]=[CH:27][C:28]([CH2:31][CH2:32][C:33]5[CH:34]=[C:35]([CH3:40])[N:36]=[C:37]([CH3:39])[CH:38]=5)=[CH:29][CH:30]=4)[CH:21]=3)[CH:16]=[C:11]2[N:10]=1, predict the reactants needed to synthesize it. The reactants are: [F:1][C:2]1[C:7]([F:8])=[CH:6][CH:5]=[CH:4][C:3]=1[C:9]1[N:17]=[C:12]2[CH:13]=[N:14][NH:15][CH:16]=[C:11]2[N:10]=1.Cl[CH2:19][C:20]1[O:24][N:23]=[C:22]([C:25]2[CH:30]=[CH:29][C:28]([CH2:31][CH2:32][C:33]3[CH:38]=[C:37]([CH3:39])[N:36]=[C:35]([CH3:40])[CH:34]=3)=[CH:27][CH:26]=2)[CH:21]=1.